Task: Predict the product of the given reaction.. Dataset: Forward reaction prediction with 1.9M reactions from USPTO patents (1976-2016) (1) Given the reactants Cl[C:2]1[N:27]=[C:26]([CH3:28])[CH:25]=[CH:24][C:3]=1[C:4]([NH:6][C:7]1[CH:8]=[C:9]2[C:13](=[CH:14][CH:15]=1)[N:12]([CH2:16][CH2:17][C:18]1[CH:23]=[CH:22][CH:21]=[CH:20][N:19]=1)[CH2:11][CH2:10]2)=[O:5].[CH3:29][CH:30]1[CH2:35][CH2:34][NH:33][CH2:32][CH2:31]1.C(OCC)(=O)C.O, predict the reaction product. The product is: [CH3:28][C:26]1[CH:25]=[CH:24][C:3]([C:4]([NH:6][C:7]2[CH:8]=[C:9]3[C:13](=[CH:14][CH:15]=2)[N:12]([CH2:16][CH2:17][C:18]2[CH:23]=[CH:22][CH:21]=[CH:20][N:19]=2)[CH2:11][CH2:10]3)=[O:5])=[C:2]([N:33]2[CH2:34][CH2:35][CH:30]([CH3:29])[CH2:31][CH2:32]2)[N:27]=1. (2) Given the reactants [F:1][C:2]1[CH:7]=[C:6]([C:8]([F:11])([F:10])[F:9])[CH:5]=[CH:4][C:3]=1[C:12]1[C:13]2[N:20]=[N:19][N:18]([C:21]3[CH:26]=[CH:25][C:24]([O:27]C)=[CH:23][CH:22]=3)[C:14]=2[N:15]=[CH:16][N:17]=1.B(Br)(Br)Br.CO.O, predict the reaction product. The product is: [F:1][C:2]1[CH:7]=[C:6]([C:8]([F:9])([F:10])[F:11])[CH:5]=[CH:4][C:3]=1[C:12]1[C:13]2[N:20]=[N:19][N:18]([C:21]3[CH:26]=[CH:25][C:24]([OH:27])=[CH:23][CH:22]=3)[C:14]=2[N:15]=[CH:16][N:17]=1.